Dataset: Forward reaction prediction with 1.9M reactions from USPTO patents (1976-2016). Task: Predict the product of the given reaction. (1) Given the reactants [C:1]([C:3]1[CH:8]=[CH:7][C:6]([CH2:9][C:10]([O:12][CH3:13])=[O:11])=[C:5]([F:14])[CH:4]=1)#[N:2].[NH2:15][OH:16].Cl.C([O-])(O)=O.[Na+], predict the reaction product. The product is: [F:14][C:5]1[CH:4]=[C:3]([C:1](=[NH:2])[NH:15][OH:16])[CH:8]=[CH:7][C:6]=1[CH2:9][C:10]([O:12][CH3:13])=[O:11]. (2) Given the reactants CN(C(ON1N=NC2C=CC=NC1=2)=[N+](C)C)C.F[P-](F)(F)(F)(F)F.[CH:25]1([C:31]2[C:32]3[CH:33]=[CH:34][C:35]([C:65](=[O:73])[NH:66][S:67]([CH:70]([CH3:72])[CH3:71])(=[O:69])=[O:68])=[CH:36][C:37]=3[N:38]3[CH2:44][C:43]([C:45]4[N:49]([CH:50]5[CH2:52][CH2:51]5)[N:48]=[C:47]([CH:53]([CH3:55])[CH3:54])[C:46]=4[C:56](O)=[O:57])=[CH:42][C:41]4[CH:59]=[C:60]([O:63][CH3:64])[CH:61]=[CH:62][C:40]=4[C:39]=23)[CH2:30][CH2:29][CH2:28][CH2:27][CH2:26]1.Cl.[CH:75]12[NH:82][CH:79]([CH2:80][CH2:81]1)[CH2:78][O:77][CH2:76]2.CCN(C(C)C)C(C)C, predict the reaction product. The product is: [CH:25]1([C:31]2[C:32]3[CH:33]=[CH:34][C:35]([C:65]([NH:66][S:67]([CH:70]([CH3:71])[CH3:72])(=[O:68])=[O:69])=[O:73])=[CH:36][C:37]=3[N:38]3[CH2:44][C:43]([C:45]4[N:49]([CH:50]5[CH2:51][CH2:52]5)[N:48]=[C:47]([CH:53]([CH3:54])[CH3:55])[C:46]=4[C:56]([N:82]4[CH:75]5[CH2:81][CH2:80][CH:79]4[CH2:78][O:77][CH2:76]5)=[O:57])=[CH:42][C:41]4[CH:59]=[C:60]([O:63][CH3:64])[CH:61]=[CH:62][C:40]=4[C:39]=23)[CH2:30][CH2:29][CH2:28][CH2:27][CH2:26]1. (3) Given the reactants C([O-])=O.[NH4+].[C:5]([O:9][C:10](=[O:44])[NH:11][C@H:12]1[CH2:17][CH2:16][CH2:15][CH2:14][C@H:13]1[NH:18][C:19]1[C:24]([F:25])=[CH:23][C:22]([C:26]#[N:27])=[C:21]([NH:28][C:29]2[CH:30]=[N:31][CH:32]=[C:33]([C:35]3[CH:40]=[CH:39][CH:38]=[C:37]([N+:41]([O-])=O)[CH:36]=3)[CH:34]=2)[N:20]=1)([CH3:8])([CH3:7])[CH3:6], predict the reaction product. The product is: [C:5]([O:9][C:10](=[O:44])[NH:11][C@H:12]1[CH2:17][CH2:16][CH2:15][CH2:14][C@H:13]1[NH:18][C:19]1[C:24]([F:25])=[CH:23][C:22]([C:26]#[N:27])=[C:21]([NH:28][C:29]2[CH:30]=[N:31][CH:32]=[C:33]([C:35]3[CH:40]=[CH:39][CH:38]=[C:37]([NH2:41])[CH:36]=3)[CH:34]=2)[N:20]=1)([CH3:8])([CH3:6])[CH3:7]. (4) Given the reactants C(O)(C(F)(F)F)=O.[S:8]=[C:9]1[O:13][N:12]=[C:11]([C:14]2[CH:19]=[CH:18][C:17]([NH:20]C(=O)OC(C)(C)C)=[CH:16][CH:15]=2)[NH:10]1, predict the reaction product. The product is: [NH2:20][C:17]1[CH:16]=[CH:15][C:14]([C:11]2[NH:10][C:9](=[S:8])[O:13][N:12]=2)=[CH:19][CH:18]=1. (5) Given the reactants [NH2:1][C:2]1[CH:7]=[CH:6][CH:5]=[CH:4][C:3]=1[NH:8][C:9](=[O:28])[C:10]1[CH:15]=[CH:14][C:13]([CH2:16][N:17]2[CH2:25][C:24]3[C:19](=[CH:20][CH:21]=[C:22](Br)[CH:23]=3)[C:18]2=[O:27])=[CH:12][CH:11]=1.[F:29][C:30]1[CH:31]=[C:32](B(O)O)[CH:33]=[C:34]([F:36])[CH:35]=1, predict the reaction product. The product is: [NH2:1][C:2]1[CH:7]=[CH:6][CH:5]=[CH:4][C:3]=1[NH:8][C:9](=[O:28])[C:10]1[CH:15]=[CH:14][C:13]([CH2:16][N:17]2[CH2:25][C:24]3[C:19](=[CH:20][CH:21]=[C:22]([C:32]4[CH:31]=[C:30]([F:29])[CH:35]=[C:34]([F:36])[CH:33]=4)[CH:23]=3)[C:18]2=[O:27])=[CH:12][CH:11]=1. (6) Given the reactants [F:1][CH2:2][CH2:3][O:4][CH2:5][CH2:6][O:7][CH2:8][CH2:9][O:10][C:11]1[CH:23]=[C:22]2[C:14]([C:15]3[CH:16]=[CH:17][C:18]([NH:24]C(=O)OC(C)(C)C)=[CH:19][C:20]=3[NH:21]2)=[CH:13][CH:12]=1.Cl, predict the reaction product. The product is: [F:1][CH2:2][CH2:3][O:4][CH2:5][CH2:6][O:7][CH2:8][CH2:9][O:10][C:11]1[CH:23]=[C:22]2[C:14]([C:15]3[CH:16]=[CH:17][C:18]([NH2:24])=[CH:19][C:20]=3[NH:21]2)=[CH:13][CH:12]=1. (7) Given the reactants [C:1]([O:5][C:6](=[O:19])[CH2:7][C@@:8]1([CH2:14][C:15]([O:17]C)=[O:16])[CH2:12][CH2:11][C@@H:10]([CH3:13])[CH2:9]1)(C)(C)C.FC(F)(F)C(O)=O.C(=O)([O-])[O-].[Na+].[Na+], predict the reaction product. The product is: [CH3:1][O:5][C:6]([CH2:7][C@:8]1([CH2:14][C:15]([OH:17])=[O:16])[CH2:12][CH2:11][C@@H:10]([CH3:13])[CH2:9]1)=[O:19]. (8) Given the reactants C([O:9][CH2:10][CH2:11][N:12]1[C:20]2[C:19](Cl)=[N:18][CH:17]=[N:16][C:15]=2[CH:14]=[CH:13]1)(=O)C1C=CC=CC=1.[O:22]1[C:26]2[CH:27]=[CH:28][C:29]([O:31][C:32]3[CH:38]=[CH:37][C:35]([NH2:36])=[CH:34][C:33]=3[Cl:39])=[CH:30][C:25]=2[CH:24]=[CH:23]1.Cl.N1C=CC=CC=1.C(=O)([O-])O.[Na+], predict the reaction product. The product is: [O:22]1[C:26]2[CH:27]=[CH:28][C:29]([O:31][C:32]3[CH:38]=[CH:37][C:35]([NH:36][C:19]4[C:20]5[N:12]([CH2:11][CH2:10][OH:9])[CH:13]=[CH:14][C:15]=5[N:16]=[CH:17][N:18]=4)=[CH:34][C:33]=3[Cl:39])=[CH:30][C:25]=2[CH:24]=[CH:23]1. (9) The product is: [OH:1][C:2]1[C:7]([CH:8]2[CH2:13][CH2:12][CH:11]([N:15]3[CH2:18][CH:17]([NH:19][C:20]([CH2:22][NH:23][C:24](=[O:35])[C:25]4[CH:30]=[CH:29][CH:28]=[C:27]([C:31]([F:34])([F:32])[F:33])[CH:26]=4)=[O:21])[CH2:16]3)[CH2:10][CH2:9]2)=[CH:6][CH:5]=[CH:4][N:3]=1. Given the reactants [OH:1][C:2]1[C:7]([CH:8]2[CH2:13][CH2:12][C:11](=O)[CH2:10][CH2:9]2)=[CH:6][CH:5]=[CH:4][N:3]=1.[NH:15]1[CH2:18][CH:17]([NH:19][C:20]([CH2:22][NH:23][C:24](=[O:35])[C:25]2[CH:30]=[CH:29][CH:28]=[C:27]([C:31]([F:34])([F:33])[F:32])[CH:26]=2)=[O:21])[CH2:16]1, predict the reaction product.